From a dataset of Reaction yield outcomes from USPTO patents with 853,638 reactions. Predict the reaction yield, written as a fraction of the theoretical maximum amount of product (1.0 means a 100% yield; for example, 0.34 means a 34% yield). (1) The reactants are [CH:1]1([CH:7](O)[C:8]2[O:9][C:10]3[CH:17]=[CH:16][C:15]([C:18]#[N:19])=[CH:14][C:11]=3[C:12]=2[CH3:13])[CH2:6][CH2:5][CH2:4][CH2:3][CH2:2]1.S(Cl)([Cl:23])=O.C(=O)([O-])O.[Na+]. The catalyst is C1(C)C=CC=CC=1. The product is [Cl:23][CH:7]([CH:1]1[CH2:6][CH2:5][CH2:4][CH2:3][CH2:2]1)[C:8]1[O:9][C:10]2[CH:17]=[CH:16][C:15]([C:18]#[N:19])=[CH:14][C:11]=2[C:12]=1[CH3:13]. The yield is 0.880. (2) The reactants are [NH2:1][C:2]1[C:3]2[C:10]([C:11]3[CH:16]=[CH:15][C:14]([O:17][C:18]4[CH:23]=[CH:22][CH:21]=[CH:20][CH:19]=4)=[CH:13][CH:12]=3)=[CH:9][NH:8][C:4]=2[N:5]=[CH:6][N:7]=1.[H-].[Na+].CC1C=CC(S(O[CH:37]2[CH2:42][CH2:41][N:40]([C:43]([O:45][C:46]([CH3:49])([CH3:48])[CH3:47])=[O:44])[CH2:39][CH2:38]2)(=O)=O)=CC=1. The catalyst is CN(C=O)C. The product is [C:46]([O:45][C:43]([N:40]1[CH2:41][CH2:42][CH:37]([N:8]2[C:4]3[N:5]=[CH:6][N:7]=[C:2]([NH2:1])[C:3]=3[C:10]([C:11]3[CH:12]=[CH:13][C:14]([O:17][C:18]4[CH:23]=[CH:22][CH:21]=[CH:20][CH:19]=4)=[CH:15][CH:16]=3)=[CH:9]2)[CH2:38][CH2:39]1)=[O:44])([CH3:49])([CH3:47])[CH3:48]. The yield is 0.310.